From a dataset of Experimentally validated miRNA-target interactions with 360,000+ pairs, plus equal number of negative samples. Binary Classification. Given a miRNA mature sequence and a target amino acid sequence, predict their likelihood of interaction. (1) The miRNA is hsa-miR-208a-5p with sequence GAGCUUUUGGCCCGGGUUAUAC. The protein sequence of the target gene is MATIKSELIKNFAEEEAIHHNKISIVGTGSVGVACAISILLKGLSDELVLVDVDEGKLKGETMDLQHGSPFMKMPNIVSSKDYLVTANSNLVIITAGARQKKGETRLDLVQRNVSIFKLMIPNITQYSPHCKLLIVTNPVDILTYVAWKLSGFPKNRVIGSGCNLDSARFRYFIGQRLGIHSESCHGLILGEHGDSSVPVWSGVNIAGVPLKDLNPDIGTDKDPEQWENVHKKVISSGYEMVKMKGYTSWGISLSVADLTESILKNLRRVHPVSTLSKGLYGINEDIFLSVPCILGENGI.... Result: 0 (no interaction). (2) The miRNA is hsa-miR-646 with sequence AAGCAGCUGCCUCUGAGGC. The protein sequence of the target gene is MRRQPAKVAALLLGLLLECTEAKKHCWYFEGLYPTYYICRSYEDCCGSRCCVRALSIQRLWYFWFLLMMGVLFCCGAGFFIRRRMYPPPLIEEPAFNVSYTRQPPNPGPGAQQPGPPYYTDPGGPGMNPVGNSMAMAFQVPPNSPQGSVACPPPPAYCNTPPPPYEQVVKAK. Result: 1 (interaction).